This data is from Reaction yield outcomes from USPTO patents with 853,638 reactions. The task is: Predict the reaction yield, written as a fraction of the theoretical maximum amount of product (1.0 means a 100% yield; for example, 0.34 means a 34% yield). (1) The reactants are [F:1][C:2]1[CH:3]=[CH:4][C:5]([C:8]([NH:10][C:11](=[O:13])[CH3:12])=[CH2:9])=[N:6][CH:7]=1. The catalyst is CO. The product is [F:1][C:2]1[CH:3]=[CH:4][C:5]([C@@H:8]([NH:10][C:11](=[O:13])[CH3:12])[CH3:9])=[N:6][CH:7]=1. The yield is 0.880. (2) The reactants are [CH2:1]([O:3][C:4](=[O:41])[C:5]([CH3:40])([O:33][C:34]1[CH:39]=[CH:38][CH:37]=[CH:36][CH:35]=1)[CH2:6][C:7]1[CH:12]=[CH:11][C:10]([O:13][CH2:14][CH2:15][CH:16]2[CH2:20][N:19]([CH2:21][C:22]3[CH:31]=[CH:30][C:29]4[C:24](=[CH:25][CH:26]=[CH:27][CH:28]=4)[CH:23]=3)[C:18](=[O:32])[NH:17]2)=[CH:9][CH:8]=1)[CH3:2].[H-].[Na+].I[CH3:45]. The catalyst is CN(C=O)C. The product is [CH2:1]([O:3][C:4](=[O:41])[C:5]([CH3:40])([O:33][C:34]1[CH:35]=[CH:36][CH:37]=[CH:38][CH:39]=1)[CH2:6][C:7]1[CH:8]=[CH:9][C:10]([O:13][CH2:14][CH2:15][CH:16]2[CH2:20][N:19]([CH2:21][C:22]3[CH:31]=[CH:30][C:29]4[C:24](=[CH:25][CH:26]=[CH:27][CH:28]=4)[CH:23]=3)[C:18](=[O:32])[N:17]2[CH3:45])=[CH:11][CH:12]=1)[CH3:2]. The yield is 0.950. (3) The yield is 0.360. The catalyst is O1CCCC1. The product is [CH3:18][CH:9]([C:2](=[O:1])[CH2:3][C:4]([O:6][CH2:7][CH3:8])=[O:5])[C:10]([O:12][CH2:13][CH3:14])=[O:11]. The reactants are [O:1]=[C:2]([CH2:9][C:10]([O:12][CH2:13][CH3:14])=[O:11])[CH2:3][C:4]([O:6][CH2:7][CH3:8])=[O:5].[H-].[Na+].I[CH3:18]. (4) The reactants are [Cl:1][C:2]1[N:7]=[CH:6][N+:5]([O-])=[C:4]2[CH2:9][CH2:10][C@@H:11]([CH3:12])[C:3]=12.[C:13]([O:16]C(=O)C)(=[O:15])[CH3:14]. No catalyst specified. The product is [C:13]([O:16][CH:9]1[C:4]2[N:5]=[CH:6][N:7]=[C:2]([Cl:1])[C:3]=2[C@H:11]([CH3:12])[CH2:10]1)(=[O:15])[CH3:14]. The yield is 0.700. (5) The reactants are Cl[C:2]1[N:7]=[N:6][C:5]([NH2:8])=[CH:4][C:3]=1[CH:9]1[CH2:14][CH2:13][CH2:12][CH2:11][CH2:10]1.[IH:15].O.C([O-])([O-])=O.[Na+].[Na+]. The catalyst is CCOC(C)=O. The product is [CH:9]1([C:3]2[CH:4]=[C:5]([NH2:8])[N:6]=[N:7][C:2]=2[I:15])[CH2:14][CH2:13][CH2:12][CH2:11][CH2:10]1. The yield is 0.630. (6) The reactants are [CH3:1][O:2][C:3]1[CH:4]=[C:5]2[C:10](=[CH:11][C:12]=1[O:13][CH3:14])[N:9]=[CH:8][N:7]=[C:6]2[O:15][C:16]1[CH:22]=[CH:21][C:19]([NH2:20])=[C:18]([N+:23]([O-:25])=[O:24])[CH:17]=1.ClC(Cl)(O[C:30](=[O:36])OC(Cl)(Cl)Cl)Cl.[CH3:38][C:39]1[CH:51]=[CH:50][CH:49]=[CH:48][C:40]=1[CH2:41][N:42]1[CH2:46][CH2:45][CH:44]([NH2:47])[CH2:43]1.C(=O)([O-])O.[Na+]. The catalyst is C(N(CC)CC)C.C(Cl)(Cl)Cl. The product is [CH3:1][O:2][C:3]1[CH:4]=[C:5]2[C:10](=[CH:11][C:12]=1[O:13][CH3:14])[N:9]=[CH:8][N:7]=[C:6]2[O:15][C:16]1[CH:22]=[CH:21][C:19]([NH:20][C:30]([NH:47][CH:44]2[CH2:45][CH2:46][N:42]([CH2:41][C:40]3[CH:48]=[CH:49][CH:50]=[CH:51][C:39]=3[CH3:38])[CH2:43]2)=[O:36])=[C:18]([N+:23]([O-:25])=[O:24])[CH:17]=1. The yield is 0.230.